Task: Predict the reactants needed to synthesize the given product.. Dataset: Full USPTO retrosynthesis dataset with 1.9M reactions from patents (1976-2016) Given the product [Cl:1][C:2]1[CH:21]=[CH:20][C:5]([NH:6][C:7]2[C:16]3[C:11](=[CH:12][C:13]([O:19][CH2:25][CH2:26][O:27][C:28]4[CH:29]=[N:30][CH:31]=[CH:32][CH:33]=4)=[C:14]([O:17][CH3:18])[CH:15]=3)[N:10]=[CH:9][N:8]=2)=[C:4]([F:22])[CH:3]=1, predict the reactants needed to synthesize it. The reactants are: [Cl:1][C:2]1[CH:21]=[CH:20][C:5]([NH:6][C:7]2[C:16]3[C:11](=[CH:12][C:13]([OH:19])=[C:14]([O:17][CH3:18])[CH:15]=3)[N:10]=[CH:9][N:8]=2)=[C:4]([F:22])[CH:3]=1.Cl.Cl[CH2:25][CH2:26][O:27][C:28]1[CH:29]=[N:30][CH:31]=[CH:32][CH:33]=1.C(=O)([O-])[O-].[K+].[K+].